From a dataset of Reaction yield outcomes from USPTO patents with 853,638 reactions. Predict the reaction yield, written as a fraction of the theoretical maximum amount of product (1.0 means a 100% yield; for example, 0.34 means a 34% yield). (1) The reactants are [NH2:1][C@@H:2]([CH2:13][CH:14]1[CH2:19][CH2:18][CH2:17][CH2:16][CH2:15]1)[CH2:3][N:4]([CH3:12])[C:5](=[O:11])[O:6][C:7]([CH3:10])([CH3:9])[CH3:8].CCN(C(C)C)C(C)C.C1N=CN([C:34]([N:36]2[CH:40]=N[CH:38]=[CH:37]2)=[O:35])C=1.[Cl:41][C:42]1[CH:43]=[C:44]([C@@H:48]([C@@H:57]2CCCN[CH2:58]2)[O:49][CH2:50][CH2:51][CH2:52][C:53]([O:55][CH3:56])=[O:54])[CH:45]=[CH:46][CH:47]=1. The catalyst is C(Cl)Cl. The product is [C:7]([O:6][C:5]([N:4]([CH3:12])[CH2:3][C@@H:2]([NH:1][C:34]([N:36]1[CH2:37][CH2:38][CH2:58][C@@H:57]([C@H:48]([C:44]2[CH:45]=[CH:46][CH:47]=[C:42]([Cl:41])[CH:43]=2)[O:49][CH2:50][CH2:51][CH2:52][C:53]([O:55][CH3:56])=[O:54])[CH2:40]1)=[O:35])[CH2:13][CH:14]1[CH2:15][CH2:16][CH2:17][CH2:18][CH2:19]1)=[O:11])([CH3:9])([CH3:10])[CH3:8]. The yield is 0.220. (2) The reactants are [NH2:1][C:2]1[CH:7]=[CH:6][CH:5]=[CH:4][C:3]=1[S:8]([NH2:11])(=[O:10])=[O:9].[CH3:12][C:13]1[S:14][CH:15]=[C:16]([C:18]2[CH:19]=[C:20]([S:24](Cl)(=[O:26])=[O:25])[CH:21]=[CH:22][CH:23]=2)[N:17]=1. No catalyst specified. The product is [CH3:12][C:13]1[S:14][CH:15]=[C:16]([C:18]2[CH:19]=[C:20]([S:24]([NH:1][C:2]3[CH:7]=[CH:6][CH:5]=[CH:4][C:3]=3[S:8](=[O:9])(=[O:10])[NH2:11])(=[O:26])=[O:25])[CH:21]=[CH:22][CH:23]=2)[N:17]=1. The yield is 0.0500. (3) The reactants are [CH3:1][O:2][C:3]1[CH:25]=[CH:24][CH:23]=[CH:22][C:4]=1[O:5][CH2:6][CH2:7][NH:8][C:9](=[O:21])[C:10]1[CH:15]=[CH:14][C:13]([N+:16]([O-:18])=[O:17])=[C:12](OC)[CH:11]=1.[CH3:26][NH2:27].CS(C)=O.Cl. The catalyst is O. The product is [CH3:1][O:2][C:3]1[CH:25]=[CH:24][CH:23]=[CH:22][C:4]=1[O:5][CH2:6][CH2:7][NH:8][C:9](=[O:21])[C:10]1[CH:15]=[CH:14][C:13]([N+:16]([O-:18])=[O:17])=[C:12]([NH:27][CH3:26])[CH:11]=1. The yield is 0.890.